Dataset: Reaction yield outcomes from USPTO patents with 853,638 reactions. Task: Predict the reaction yield, written as a fraction of the theoretical maximum amount of product (1.0 means a 100% yield; for example, 0.34 means a 34% yield). (1) The product is [CH2:1]([C:3]1[NH:7][C:6]([C:8]([NH:10][C@H:11]2[CH2:16][CH2:15][N:14]([C:17]3[CH:18]=[C:19]([CH:27]=[CH:28][CH:29]=3)[C:20]([OH:22])=[O:21])[CH2:13][C@H:12]2[O:30][CH2:31][CH3:32])=[O:9])=[N:5][C:4]=1[C:33]([F:35])([F:36])[F:34])[CH3:2]. No catalyst specified. The reactants are [CH2:1]([C:3]1[NH:7][C:6]([C:8]([NH:10][C@H:11]2[CH2:16][CH2:15][N:14]([C:17]3[CH:18]=[C:19]([CH:27]=[CH:28][CH:29]=3)[C:20]([O:22]C(C)(C)C)=[O:21])[CH2:13][C@H:12]2[O:30][CH2:31][CH3:32])=[O:9])=[N:5][C:4]=1[C:33]([F:36])([F:35])[F:34])[CH3:2].FC(F)(F)C(O)=O. The yield is 0.860. (2) The reactants are [Cl:1][C:2]1[CH:3]=[C:4]([C:8]2[CH:16]=[CH:15][CH:14]=[C:13]3[C:9]=2[CH:10]=[CH:11][NH:12]3)[CH:5]=[CH:6][CH:7]=1.[Br-].[Br-].[Br-].[NH+]1C=CC=CC=1.[NH+]1C=CC=CC=1.[NH+]1C=CC=CC=1.C(O)(=[O:40])C. The yield is 0.950. The catalyst is CC(O)(C)C.C(O)C.C(O)(=O)C.[Zn]. The product is [Cl:1][C:2]1[CH:3]=[C:4]([C:8]2[CH:16]=[CH:15][CH:14]=[C:13]3[C:9]=2[CH2:10][C:11](=[O:40])[NH:12]3)[CH:5]=[CH:6][CH:7]=1. (3) The reactants are [F:1][C:2]([F:18])([F:17])[C:3]1[CH:8]=[CH:7][C:6]([C:9]2[CH:14]=[CH:13][CH:12]=[C:11]([CH2:15][NH2:16])[CH:10]=2)=[CH:5][CH:4]=1.[F:19][C:20]1[CH:21]=[C:22]([S:26]([N:29]([CH2:33][C:34](O)=[O:35])[CH:30]([CH3:32])[CH3:31])(=[O:28])=[O:27])[CH:23]=[CH:24][CH:25]=1.CN(C(ON1N=NC2C=CC=NC1=2)=[N+](C)C)C.F[P-](F)(F)(F)(F)F.C(N(CC)C(C)C)(C)C.OS([O-])(=O)=O.[K+]. The catalyst is C(Cl)Cl. The product is [F:19][C:20]1[CH:21]=[C:22]([S:26]([N:29]([CH:30]([CH3:32])[CH3:31])[CH2:33][C:34]([NH:16][CH2:15][C:11]2[CH:10]=[C:9]([C:6]3[CH:5]=[CH:4][C:3]([C:2]([F:17])([F:18])[F:1])=[CH:8][CH:7]=3)[CH:14]=[CH:13][CH:12]=2)=[O:35])(=[O:28])=[O:27])[CH:23]=[CH:24][CH:25]=1. The yield is 0.790. (4) The reactants are F[C:2]1[C:12]([N+:13]([O-:15])=[O:14])=[CH:11][CH:10]=[C:9]([F:16])[C:3]=1[CH2:4][O:5][C:6](=[O:8])[CH3:7].[NH2:17][C:18]1[CH:23]=[CH:22][CH:21]=[CH:20][CH:19]=1. The catalyst is CS(C)=O.O. The product is [F:16][C:9]1[C:3]([CH2:4][O:5][C:6](=[O:8])[CH3:7])=[C:2]([NH:17][C:18]2[CH:23]=[CH:22][CH:21]=[CH:20][CH:19]=2)[C:12]([N+:13]([O-:15])=[O:14])=[CH:11][CH:10]=1. The yield is 0.810. (5) The reactants are Br.[N+:2]([C:5]1[CH:10]=[CH:9][C:8]([CH2:11][C@@H:12]([C:14]2[N:15]=[C:16]([C:19]3[S:20][CH:21]=[CH:22][CH:23]=3)[S:17][CH:18]=2)[NH2:13])=[CH:7][CH:6]=1)([O-:4])=[O:3].CCN(CC)CC.[CH2:31]([N:38]=[C:39]=[O:40])[C:32]1[CH:37]=[CH:36][CH:35]=[CH:34][CH:33]=1. The catalyst is C(Cl)Cl. The product is [CH2:31]([NH:38][C:39]([NH:13][C@H:12]([C:14]1[N:15]=[C:16]([C:19]2[S:20][CH:21]=[CH:22][CH:23]=2)[S:17][CH:18]=1)[CH2:11][C:8]1[CH:7]=[CH:6][C:5]([N+:2]([O-:4])=[O:3])=[CH:10][CH:9]=1)=[O:40])[C:32]1[CH:37]=[CH:36][CH:35]=[CH:34][CH:33]=1. The yield is 0.960. (6) The reactants are Br[C:2]1[CH:3]=[C:4]([C:14]([NH:16][CH2:17][C:18]2[C:19](=[O:26])[NH:20][C:21]([CH3:25])=[CH:22][C:23]=2[CH3:24])=[O:15])[C:5]2[CH:6]=[N:7][N:8]([CH:11]([CH3:13])[CH3:12])[C:9]=2[CH:10]=1.[F:27][C:28]([F:39])([F:38])[C:29]1[CH:34]=[CH:33][CH:32]=[CH:31][C:30]=1B(O)O.C(=O)(O)[O-].[Na+].O. The catalyst is O1CCOCC1.O.C1C=CC(P(C2C=CC=CC=2)[C-]2C=CC=C2)=CC=1.C1C=CC(P(C2C=CC=CC=2)[C-]2C=CC=C2)=CC=1.Cl[Pd]Cl.[Fe+2].C(Cl)Cl. The product is [CH3:24][C:23]1[CH:22]=[C:21]([CH3:25])[NH:20][C:19](=[O:26])[C:18]=1[CH2:17][NH:16][C:14]([C:4]1[C:5]2[CH:6]=[N:7][N:8]([CH:11]([CH3:13])[CH3:12])[C:9]=2[CH:10]=[C:2]([C:30]2[CH:31]=[CH:32][CH:33]=[CH:34][C:29]=2[C:28]([F:39])([F:38])[F:27])[CH:3]=1)=[O:15]. The yield is 0.740. (7) The reactants are [C:1]([O:5][C:6](=[O:19])[NH:7][CH:8]([CH3:18])[CH2:9][C:10]1[CH:15]=[CH:14][C:13]([OH:16])=[C:12]([OH:17])[CH:11]=1)([CH3:4])([CH3:3])[CH3:2].C([O-])([O-])=O.[K+].[K+].[CH2:26]([O:28][C:29](=[O:33])[CH:30](Br)Br)[CH3:27]. The catalyst is CN(C=O)C. The product is [CH2:26]([O:28][C:29]([CH:30]1[O:16][C:13]2[CH:14]=[CH:15][C:10]([CH2:9][CH:8]([NH:7][C:6]([O:5][C:1]([CH3:4])([CH3:2])[CH3:3])=[O:19])[CH3:18])=[CH:11][C:12]=2[O:17]1)=[O:33])[CH3:27]. The yield is 0.260. (8) The reactants are C([N:4]1[CH2:9][CH2:8][N:7]([C:10]2[CH:15]=[CH:14][C:13]([C:16]3[NH:25][C:24](=[O:26])[C:23]4[C:18](=[CH:19][C:20]([O:29][CH3:30])=[CH:21][C:22]=4[O:27][CH3:28])[N:17]=3)=[CH:12][CH:11]=2)[CH2:6][CH:5]1[CH3:31])(=O)C.[OH-].[Na+]. The product is [CH3:28][O:27][C:22]1[CH:21]=[C:20]([O:29][CH3:30])[CH:19]=[C:18]2[C:23]=1[C:24](=[O:26])[NH:25][C:16]([C:13]1[CH:14]=[CH:15][C:10]([N:7]3[CH2:8][CH2:9][NH:4][CH:5]([CH3:31])[CH2:6]3)=[CH:11][CH:12]=1)=[N:17]2. The yield is 0.0900. The catalyst is Cl.